Dataset: Full USPTO retrosynthesis dataset with 1.9M reactions from patents (1976-2016). Task: Predict the reactants needed to synthesize the given product. (1) The reactants are: [CH3:1][O:2][C:3](=[O:12])[CH2:4][C:5]1[CH:10]=[CH:9][CH:8]=[C:7](Br)[CH:6]=1.[CH3:13][N:14](C=O)C. Given the product [CH3:1][O:2][C:3](=[O:12])[CH2:4][C:5]1[CH:10]=[CH:9][CH:8]=[C:7]([C:13]#[N:14])[CH:6]=1, predict the reactants needed to synthesize it. (2) Given the product [ClH:45].[C:33]([C:30]1[CH:29]=[CH:28][C:27]([CH2:26][CH:15]([NH:16][S:17]([C:20]2[CH:25]=[CH:24][CH:23]=[CH:22][N:21]=2)(=[O:18])=[O:19])[C:11]2[N:10]=[C:9]([NH:8][CH2:37][C:38]([OH:40])=[O:39])[CH:14]=[CH:13][CH:12]=2)=[CH:32][CH:31]=1)([CH3:36])([CH3:34])[CH3:35], predict the reactants needed to synthesize it. The reactants are: C(OC([N:8]([CH2:37][C:38]([O:40]C(C)(C)C)=[O:39])[C:9]1[CH:14]=[CH:13][CH:12]=[C:11]([CH:15]([CH2:26][C:27]2[CH:32]=[CH:31][C:30]([C:33]([CH3:36])([CH3:35])[CH3:34])=[CH:29][CH:28]=2)[NH:16][S:17]([C:20]2[CH:25]=[CH:24][CH:23]=[CH:22][N:21]=2)(=[O:19])=[O:18])[N:10]=1)=O)(C)(C)C.[ClH:45].O1CCOCC1. (3) Given the product [Cl:9][C:10]1[CH:28]=[CH:27][C:13]([CH2:14][N:15]2[C:23]3[C:18](=[CH:19][CH:20]=[CH:21][CH:22]=3)[C:17]([OH:25])([CH2:51][N+:48]([O-:50])=[O:49])[C:16]2=[O:26])=[CH:12][CH:11]=1, predict the reactants needed to synthesize it. The reactants are: C(C1OC=CC=1)(=O)C.[Cl:9][C:10]1[CH:28]=[CH:27][C:13]([CH2:14][N:15]2[C:23]3[C:18](=[CH:19][C:20](F)=[CH:21][CH:22]=3)[C:17](=[O:25])[C:16]2=[O:26])=[CH:12][CH:11]=1.ClC1C=CC(CN2C3C(=CC=CC=3)C(=O)C2=O)=CC=1.[N+:48]([CH3:51])([O-:50])=[O:49]. (4) The reactants are: Br[CH2:2][CH2:3][S:4][C:5]1[S:6][CH:7]=[CH:8][CH:9]=1.[CH3:10][O:11][C:12]1[CH:21]=[C:20]2[C:15]([N:16]=[CH:17][C:18]([S:22][CH2:23][CH2:24][N:25]3[CH2:30][CH2:29][CH:28]([NH2:31])[CH2:27][CH2:26]3)=[N:19]2)=[CH:14][CH:13]=1. Given the product [CH3:10][O:11][C:12]1[CH:21]=[C:20]2[C:15]([N:16]=[CH:17][C:18]([S:22][CH2:23][CH2:24][N:25]3[CH2:26][CH2:27][CH:28]([NH:31][CH2:2][CH2:3][S:4][C:5]4[S:6][CH:7]=[CH:8][CH:9]=4)[CH2:29][CH2:30]3)=[N:19]2)=[CH:14][CH:13]=1, predict the reactants needed to synthesize it. (5) Given the product [CH2:23]([CH:4]1[N:5]2[C@H:13]3[CH2:14][CH2:15][NH:16][CH2:17][C@H:12]3[C:7]3[C:6]2=[C:11]([CH:10]=[CH:9][CH:8]=3)[N:2]([CH3:1])[CH2:3]1)[CH3:24], predict the reactants needed to synthesize it. The reactants are: [CH3:1][N:2]1[C:11]2[CH:10]=[CH:9][CH:8]=[C:7]3[C@@H:12]4[CH2:17][N:16](C([O-])=O)[CH2:15][CH2:14][C@@H:13]4[N:5]([C:6]=23)[CH2:4][CH2:3]1.[OH-].[K+].[CH2:23](O)[CH2:24]CC. (6) Given the product [CH2:31]([O:30][C:28](=[O:29])[CH2:27][NH:26][C:12]1[N:13]=[C:8]([C:3]2[CH:4]=[CH:5][CH:6]=[CH:7][C:2]=2[Cl:1])[C:9]2[CH:19]=[CH:18][C:17](=[O:20])[N:16]([CH:21]([CH2:24][CH3:25])[CH2:22][CH3:23])[C:10]=2[N:11]=1)[CH3:32], predict the reactants needed to synthesize it. The reactants are: [Cl:1][C:2]1[CH:7]=[CH:6][CH:5]=[CH:4][C:3]=1[C:8]1[C:9]2[CH:19]=[CH:18][C:17](=[O:20])[N:16]([CH:21]([CH2:24][CH3:25])[CH2:22][CH3:23])[C:10]=2[N:11]=[C:12](SC)[N:13]=1.[NH2:26][CH2:27][C:28]([O:30][CH2:31][CH3:32])=[O:29]. (7) Given the product [CH2:1]([O:3][C:4](=[O:20])[CH2:5][O:6][C:7]1[C:15]2[C:10](=[N+:11]([O-:25])[CH:12]=[CH:13][CH:14]=2)[S:9][C:8]=1[C:16]([O:18][CH3:19])=[O:17])[CH3:2], predict the reactants needed to synthesize it. The reactants are: [CH2:1]([O:3][C:4](=[O:20])[CH2:5][O:6][C:7]1[C:15]2[C:10](=[N:11][CH:12]=[CH:13][CH:14]=2)[S:9][C:8]=1[C:16]([O:18][CH3:19])=[O:17])[CH3:2].OO.NC(N)=[O:25].C(OC(C(F)(F)F)=O)(C(F)(F)F)=O.C([O-])(O)=O.[Na+].